Dataset: Forward reaction prediction with 1.9M reactions from USPTO patents (1976-2016). Task: Predict the product of the given reaction. (1) Given the reactants C[O-].[Na+].[Br:4][C:5]1[N:10]=[C:9]([C:11]#[N:12])[CH:8]=[CH:7][C:6]=1[CH3:13].[Cl-:14].[NH4+:15], predict the reaction product. The product is: [ClH:14].[Br:4][C:5]1[N:10]=[C:9]([C:11]([NH2:15])=[NH:12])[CH:8]=[CH:7][C:6]=1[CH3:13]. (2) Given the reactants [CH3:1][O:2][C:3]1[C:19]([N+:20]([O-])=O)=[CH:18][C:6]2[CH2:7][CH2:8][N:9]([CH2:12][C:13]([N:15]([CH3:17])[CH3:16])=[O:14])[CH2:10][CH2:11][C:5]=2[CH:4]=1, predict the reaction product. The product is: [NH2:20][C:19]1[C:3]([O:2][CH3:1])=[CH:4][C:5]2[CH2:11][CH2:10][N:9]([CH2:12][C:13]([N:15]([CH3:17])[CH3:16])=[O:14])[CH2:8][CH2:7][C:6]=2[CH:18]=1. (3) Given the reactants [C@H:1]1([NH:11][C:12]([C@@H:14]2[CH:18]=[C:17]([O:19][S:20]([C:23]([F:26])([F:25])[F:24])(=[O:22])=[O:21])[CH2:16][N:15]2[C:27]([O:29]CC2C=CC=CC=2)=[O:28])=[O:13])[C:10]2[C:5](=[CH:6][CH:7]=[CH:8][CH:9]=2)[CH2:4][CH2:3][CH2:2]1.O=C1CN(C(O[C:46]([CH3:49])([CH3:48])[CH3:47])=O)[C@H](C(=O)N[C@H]2C3C(=CC=CC=3)CCC2)C1, predict the reaction product. The product is: [C@H:1]1([NH:11][C:12]([C@@H:14]2[CH:18]=[C:17]([O:19][S:20]([C:23]([F:26])([F:24])[F:25])(=[O:22])=[O:21])[CH2:16][N:15]2[C:27]([O:29][C:46]([CH3:49])([CH3:48])[CH3:47])=[O:28])=[O:13])[C:10]2[C:5](=[CH:6][CH:7]=[CH:8][CH:9]=2)[CH2:4][CH2:3][CH2:2]1. (4) Given the reactants [C:1]([C:5]1[S:9][C:8]([C:10]([NH:12][C@@H:13]([CH2:27][C:28]2[CH:33]=[CH:32][C:31]([C:34]3[N:39]=[CH:38][C:37]([C:40]4[CH:45]=[CH:44][C:43]([OH:46])=[CH:42][CH:41]=4)=[CH:36][N:35]=3)=[CH:30][CH:29]=2)[C:14]([N:16]2[CH2:19][CH:18]([C:20]([O:22][C:23]([CH3:26])([CH3:25])[CH3:24])=[O:21])[CH2:17]2)=[O:15])=[O:11])=[CH:7][CH:6]=1)([CH3:4])([CH3:3])[CH3:2].CCN(C(C)C)C(C)C.[F:56][C:57]([F:76])([F:75])[S:58](N(C1C=CC=CC=1)[S:58]([C:57]([F:76])([F:75])[F:56])(=[O:60])=[O:59])(=[O:60])=[O:59], predict the reaction product. The product is: [C:1]([C:5]1[S:9][C:8]([C:10]([NH:12][C@@H:13]([CH2:27][C:28]2[CH:33]=[CH:32][C:31]([C:34]3[N:35]=[CH:36][C:37]([C:40]4[CH:45]=[CH:44][C:43]([O:46][S:58]([C:57]([F:76])([F:75])[F:56])(=[O:60])=[O:59])=[CH:42][CH:41]=4)=[CH:38][N:39]=3)=[CH:30][CH:29]=2)[C:14]([N:16]2[CH2:19][CH:18]([C:20]([O:22][C:23]([CH3:26])([CH3:24])[CH3:25])=[O:21])[CH2:17]2)=[O:15])=[O:11])=[CH:7][CH:6]=1)([CH3:2])([CH3:3])[CH3:4]. (5) Given the reactants [I:1][C:2]1[CH:3]=[C:4]([CH:8]=[CH:9][N:10]=1)[C:5](O)=[O:6].C1C=CC2N(O)N=[N:17][C:15]=2C=1.C(Cl)CCl.CN, predict the reaction product. The product is: [I:1][C:2]1[CH:3]=[C:4]([CH:8]=[CH:9][N:10]=1)[C:5]([NH:17][CH3:15])=[O:6].